Dataset: Reaction yield outcomes from USPTO patents with 853,638 reactions. Task: Predict the reaction yield, written as a fraction of the theoretical maximum amount of product (1.0 means a 100% yield; for example, 0.34 means a 34% yield). (1) The reactants are CCOC(/N=N/C(OCC)=O)=O.[OH:13][C:14]1[CH:21]=[CH:20][C:17]([CH:18]=[O:19])=[CH:16][CH:15]=1.[CH:22]1(O)[CH2:26][CH2:25][CH2:24][CH2:23]1.C1(P(C2C=CC=CC=2)C2C=CC=CC=2)C=CC=CC=1. The catalyst is O1CCCC1. The product is [CH:22]1([O:13][C:14]2[CH:21]=[CH:20][C:17]([CH:18]=[O:19])=[CH:16][CH:15]=2)[CH2:26][CH2:25][CH2:24][CH2:23]1. The yield is 0.560. (2) The catalyst is ClCCl. The reactants are [CH:1]([C:3]1[CH:11]=[CH:10][C:6]([C:7]([OH:9])=O)=[CH:5][CH:4]=1)=[O:2].C(N(CC)CC)C.ON1C2C=CC=CC=2N=N1.Cl.C(N=C=NCCCN(C)C)C.[CH3:41][CH:42]([CH3:51])[C:43]([N:45]1[CH2:50][CH2:49][NH:48][CH2:47][CH2:46]1)=[O:44]. The product is [C:43]([N:45]1[CH2:50][CH2:49][N:48]([C:7]([C:6]2[CH:5]=[CH:4][C:3]([CH:1]=[O:2])=[CH:11][CH:10]=2)=[O:9])[CH2:47][CH2:46]1)(=[O:44])[CH:42]([CH3:51])[CH3:41]. The yield is 0.700. (3) The reactants are [CH:1]([C:4]1[CH:9]=[CH:8][C:7]([CH:10]2[C:14]3[CH:15]=[C:16]([OH:19])[CH:17]=[CH:18][C:13]=3[O:12][C:11]2([CH3:21])[CH3:20])=[CH:6][CH:5]=1)([CH3:3])[CH3:2].[CH3:22][O:23][C:24]1[CH:31]=[CH:30][C:27]([CH2:28]Cl)=[CH:26][CH:25]=1. No catalyst specified. The product is [CH:1]([C:4]1[CH:5]=[CH:6][C:7]([CH:10]2[C:14]3[CH:15]=[C:16]([O:19][CH2:28][C:27]4[CH:30]=[CH:31][C:24]([O:23][CH3:22])=[CH:25][CH:26]=4)[CH:17]=[CH:18][C:13]=3[O:12][C:11]2([CH3:21])[CH3:20])=[CH:8][CH:9]=1)([CH3:3])[CH3:2]. The yield is 0.750.